Dataset: CYP3A4 inhibition data for predicting drug metabolism from PubChem BioAssay. Task: Regression/Classification. Given a drug SMILES string, predict its absorption, distribution, metabolism, or excretion properties. Task type varies by dataset: regression for continuous measurements (e.g., permeability, clearance, half-life) or binary classification for categorical outcomes (e.g., BBB penetration, CYP inhibition). Dataset: cyp3a4_veith. (1) The molecule is COc1ccc(NC(C)=O)cc1NC(=O)CN1CCN(CC(=O)Nc2ccccc2Cl)CC1. The result is 1 (inhibitor). (2) The molecule is O=C(O)[C@@H]1C[C@H]2C[C@@H](CP(=O)(O)O)CC[C@H]2CN1. The result is 0 (non-inhibitor). (3) The molecule is COc1cccc(Nc2ncc3ncc(=O)n(Cc4cccs4)c3n2)c1. The result is 1 (inhibitor). (4) The compound is COCCNC(=O)c1sc2nc(-c3ccccc3)cn2c1C. The result is 0 (non-inhibitor). (5) The compound is COc1ccc(CNc2ncncc2-c2ccc(N(C)C)cc2)c(OC)c1. The result is 1 (inhibitor). (6) The result is 0 (non-inhibitor). The molecule is CCN(CC)c1nc2ccccc2[nH]1.Cl.